Task: Predict the product of the given reaction.. Dataset: Forward reaction prediction with 1.9M reactions from USPTO patents (1976-2016) (1) Given the reactants [F:1][C:2]1[CH:22]=[C:21]([F:23])[CH:20]=[CH:19][C:3]=1[O:4][C:5]1[CH:6]=[C:7]2[C:11](=[CH:12][C:13]=1[OH:14])[N:10]([CH2:15][CH:16]([CH3:18])[CH3:17])[N:9]=[CH:8]2.C(OC([N:31]1[CH2:36][CH2:35][CH:34]([CH2:37]OS(C2C=CC(C)=CC=2)(=O)=O)[CH2:33][CH2:32]1)=O)(C)(C)C.[Na+].[I-].C([O-])([O-])=O.[K+].[K+], predict the reaction product. The product is: [F:1][C:2]1[CH:22]=[C:21]([F:23])[CH:20]=[CH:19][C:3]=1[O:4][C:5]1[CH:6]=[C:7]2[C:11](=[CH:12][C:13]=1[O:14][CH2:37][CH:34]1[CH2:35][CH2:36][NH:31][CH2:32][CH2:33]1)[N:10]([CH2:15][CH:16]([CH3:18])[CH3:17])[N:9]=[CH:8]2. (2) Given the reactants C[O:2][C:3]1[CH:4]=[C:5]2[C:10](=[CH:11][CH:12]=1)[CH:9]([CH2:13][C:14]1[N:15]=[CH:16][NH:17][CH:18]=1)[CH2:8][CH2:7][CH2:6]2.Br.[OH-].[NH4+], predict the reaction product. The product is: [NH:17]1[CH:18]=[C:14]([CH2:13][CH:9]2[CH2:8][CH2:7][CH2:6][C:5]3[CH:4]=[C:3]([OH:2])[CH:12]=[CH:11][C:10]2=3)[N:15]=[CH:16]1. (3) Given the reactants [F:1][C:2]([F:17])([F:16])[C:3]1[CH:4]=[C:5]([C@H:13]([OH:15])[CH3:14])[CH:6]=[C:7]([C:9]([F:12])([F:11])[F:10])[CH:8]=1.[N:18]12[CH2:25][CH2:24][N:21]([CH2:22][CH2:23]1)[CH2:20][CH2:19]2, predict the reaction product. The product is: [N:18]12[CH2:25][CH2:24][N:21]([CH2:22][CH2:23]1)[CH2:20][CH2:19]2.[F:1][C:2]([F:16])([F:17])[C:3]1[CH:4]=[C:5]([C@H:13]([OH:15])[CH3:14])[CH:6]=[C:7]([C:9]([F:10])([F:11])[F:12])[CH:8]=1.[F:1][C:2]([F:16])([F:17])[C:3]1[CH:4]=[C:5]([C@H:13]([OH:15])[CH3:14])[CH:6]=[C:7]([C:9]([F:10])([F:11])[F:12])[CH:8]=1. (4) Given the reactants [N+:1]([C:4]1[CH:5]=[CH:6][C:7]([B:14]2[O:18][C:17]([CH3:20])([CH3:19])[C:16]([CH3:22])([CH3:21])[O:15]2)=[C:8]([CH:13]=1)[C:9](OC)=[O:10])([O-:3])=[O:2].[H-].C([Al+]CC(C)C)C(C)C.CO.Cl, predict the reaction product. The product is: [N+:1]([C:4]1[CH:5]=[CH:6][C:7]([B:14]2[O:18][C:17]([CH3:20])([CH3:19])[C:16]([CH3:22])([CH3:21])[O:15]2)=[C:8]([CH2:9][OH:10])[CH:13]=1)([O-:3])=[O:2]. (5) Given the reactants [C:1]1([C:7]2[N:11]=[C:10]([N:12]3[CH2:17][CH2:16][NH:15][CH2:14][CH2:13]3)[S:9][N:8]=2)[CH:6]=[CH:5][CH:4]=[CH:3][CH:2]=1.C(N(CC)CC)C.[C:25]([C:28]1[CH:33]=[CH:32][C:31]([N:34]=[C:35]=[O:36])=[CH:30][CH:29]=1)(=[O:27])[CH3:26], predict the reaction product. The product is: [C:25]([C:28]1[CH:33]=[CH:32][C:31]([NH:34][C:35]([N:15]2[CH2:16][CH2:17][N:12]([C:10]3[S:9][N:8]=[C:7]([C:1]4[CH:2]=[CH:3][CH:4]=[CH:5][CH:6]=4)[N:11]=3)[CH2:13][CH2:14]2)=[O:36])=[CH:30][CH:29]=1)(=[O:27])[CH3:26]. (6) Given the reactants [CH3:1][S:2]([C:5]1[CH:10]=[CH:9][C:8]([CH3:11])=[CH:7][N:6]=1)(=[O:4])=[O:3].[Br:12]CC1C=CC(S(C)=O)=NC=1.C1C(=O)N(Br)C(=O)C1, predict the reaction product. The product is: [Br:12][CH2:11][C:8]1[CH:9]=[CH:10][C:5]([S:2]([CH3:1])(=[O:4])=[O:3])=[N:6][CH:7]=1. (7) Given the reactants [NH2:1][C:2]1[CH:3]=[C:4]2[C:12](=[CH:13][CH:14]=1)[N:11]([CH2:15][C:16]1[CH:21]=[CH:20][C:19]([F:22])=[CH:18][CH:17]=1)[C:10]1[CH:9]=[C:8]([C:23]3[C:24]([CH3:29])=[N:25][O:26][C:27]=3[CH3:28])[CH:7]=[C:6]([C:30]([NH2:32])=[O:31])[C:5]2=1.[Cl:33][CH2:34][CH2:35][CH2:36][S:37](Cl)(=[O:39])=[O:38], predict the reaction product. The product is: [Cl:33][CH2:34][CH2:35][CH2:36][S:37]([NH:1][C:2]1[CH:3]=[C:4]2[C:12](=[CH:13][CH:14]=1)[N:11]([CH2:15][C:16]1[CH:21]=[CH:20][C:19]([F:22])=[CH:18][CH:17]=1)[C:10]1[CH:9]=[C:8]([C:23]3[C:24]([CH3:29])=[N:25][O:26][C:27]=3[CH3:28])[CH:7]=[C:6]([C:30]([NH2:32])=[O:31])[C:5]2=1)(=[O:39])=[O:38]. (8) Given the reactants [O:1]=[C:2]1[N:6]([C:7]([O:9][C:10]([CH3:13])([CH3:12])[CH3:11])=[O:8])[CH:5]2[CH:14]=[CH:15][CH2:16][CH:4]2[CH2:3]1.C(O[CH:22](N(C)C)[N:23]([CH3:25])[CH3:24])(C)(C)C.O, predict the reaction product. The product is: [C:10]([O:9][C:7]([N:6]1[C:2](=[O:1])[C:3](=[CH:22][N:23]([CH3:25])[CH3:24])[CH:4]2[CH2:16][CH:15]=[CH:14][CH:5]12)=[O:8])([CH3:12])([CH3:13])[CH3:11]. (9) The product is: [CH3:1][O:2][C:5]1[N:10]=[N:9][C:8]([N:11]2[C:15]([C:16]3[CH:21]=[C:20]([CH3:22])[CH:19]=[CH:18][N:17]=3)=[CH:14][C:13]([C:23]([OH:25])=[O:24])=[N:12]2)=[CH:7][CH:6]=1. Given the reactants [CH3:1][O-:2].[Na+].Cl[C:5]1[N:10]=[N:9][C:8]([N:11]2[C:15]([C:16]3[CH:21]=[C:20]([CH3:22])[CH:19]=[CH:18][N:17]=3)=[CH:14][C:13]([C:23]([O:25]CC)=[O:24])=[N:12]2)=[CH:7][CH:6]=1.Cl.C(Cl)(Cl)Cl, predict the reaction product.